Task: Predict which catalyst facilitates the given reaction.. Dataset: Catalyst prediction with 721,799 reactions and 888 catalyst types from USPTO Reactant: [NH2:1][NH2:2].[CH3:3][CH:4]([CH3:11])[CH2:5][CH2:6][C:7](OC)=[O:8]. Product: [CH3:3][CH:4]([CH3:11])[CH2:5][CH2:6][C:7]([NH:1][NH2:2])=[O:8]. The catalyst class is: 5.